This data is from Full USPTO retrosynthesis dataset with 1.9M reactions from patents (1976-2016). The task is: Predict the reactants needed to synthesize the given product. (1) Given the product [F:25][C:22]1[CH:23]=[CH:24][C:19]([NH:17][C:14]2[N:15]=[CH:16][C:7]([C:3]3[CH:2]=[N:1][CH:6]=[CH:5][CH:4]=3)=[C:8]3[C:13]=2[N:12]=[CH:11][CH:10]=[CH:9]3)=[N:20][CH:21]=1, predict the reactants needed to synthesize it. The reactants are: [N:1]1[CH:6]=[CH:5][CH:4]=[C:3]([C:7]2[CH:16]=[N:15][C:14]([NH2:17])=[C:13]3[C:8]=2[CH:9]=[CH:10][CH:11]=[N:12]3)[CH:2]=1.Br[C:19]1[CH:24]=[CH:23][C:22]([F:25])=[CH:21][N:20]=1. (2) Given the product [CH3:11][C:10]1[NH:9][C:8]([C:12]2[CH:17]=[CH:16][C:15]([O:18][C:19]([F:21])([F:20])[F:22])=[CH:14][CH:13]=2)=[N:7][C:6]=1[C:4]([OH:5])=[O:3], predict the reactants needed to synthesize it. The reactants are: C([O:3][C:4]([C:6]1[N:7]=[C:8]([C:12]2[CH:17]=[CH:16][C:15]([O:18][C:19]([F:22])([F:21])[F:20])=[CH:14][CH:13]=2)[NH:9][C:10]=1[CH3:11])=[O:5])C.[OH-].[Na+].Cl. (3) Given the product [F:21][C@@H:19]1[CH2:20][N:16]([C:14](=[O:15])[CH2:13][NH:12][C:7]23[CH2:6][CH2:5][C:4]([C:1]([NH:33][C:32]4[CH:34]=[CH:35][C:29]([CH2:24][CH2:25][CH2:26][CH2:27][CH3:28])=[CH:30][CH:31]=4)=[O:2])([CH2:9][CH2:8]2)[CH2:11][CH2:10]3)[C@H:17]([C:22]#[N:23])[CH2:18]1, predict the reactants needed to synthesize it. The reactants are: [C:1]([C:4]12[CH2:11][CH2:10][C:7]([NH:12][CH2:13][C:14]([N:16]3[CH2:20][C@@H:19]([F:21])[CH2:18][C@H:17]3[C:22]#[N:23])=[O:15])([CH2:8][CH2:9]1)[CH2:6][CH2:5]2)(O)=[O:2].[CH2:24]([C:29]1[CH:35]=[CH:34][C:32]([NH2:33])=[CH:31][CH:30]=1)[CH2:25][CH2:26][CH2:27][CH3:28]. (4) Given the product [Cl:9][C:10]1[CH:19]=[C:18]([Cl:20])[CH:17]=[CH:16][C:11]=1[C:12]1[N:1]=[C:2]2[CH:7]=[C:6]([CH3:8])[CH:5]=[CH:4][N:3]2[CH:13]=1, predict the reactants needed to synthesize it. The reactants are: [NH2:1][C:2]1[CH:7]=[C:6]([CH3:8])[CH:5]=[CH:4][N:3]=1.[Cl:9][C:10]1[CH:19]=[C:18]([Cl:20])[CH:17]=[CH:16][C:11]=1[C:12](=O)[CH2:13]Cl.[OH-].[Na+]. (5) Given the product [CH3:26][C:19]([CH3:25])([CH2:18][CH2:17][CH2:16][CH:15]=[O:14])[C:20]([O:22][CH2:23][CH3:24])=[O:21], predict the reactants needed to synthesize it. The reactants are: CS(C)=O.ClCCl.C(Cl)(=O)C(Cl)=O.[OH:14][CH2:15][CH2:16][CH2:17][CH2:18][C:19]([CH3:26])([CH3:25])[C:20]([O:22][CH2:23][CH3:24])=[O:21]. (6) Given the product [CH:6]1[NH:7][CH:8]=[C:9]2[C:14]=1[CH:13]1[CH2:15][CH2:16][CH:10]2[CH:11]=[CH:12]1, predict the reactants needed to synthesize it. The reactants are: C(OC([C:6]1[NH:7][CH:8]=[C:9]2[C:14]=1[CH:13]1[CH2:15][CH2:16][CH:10]2[CH:11]=[CH:12]1)=O)C.[OH-].[Na+]. (7) Given the product [CH2:8]([C:7]1[O:37][C:36]([C:35]2[CH:34]=[CH:33][C:32]([CH:29]([CH3:31])[CH3:30])=[CH:39][CH:38]=2)=[N:4][C:3]=1[CH2:2][I:1])[CH3:9], predict the reactants needed to synthesize it. The reactants are: [I:1][CH2:2][C:3]1[N:4]=C(C2C=CC(C)=CC=2)O[C:7]=1[C:8]1C=CC=C[CH:9]=1.CC(=NO)C(=O)CC.[CH:29]([C:32]1[CH:39]=[CH:38][C:35]([CH:36]=[O:37])=[CH:34][CH:33]=1)([CH3:31])[CH3:30].